Dataset: Forward reaction prediction with 1.9M reactions from USPTO patents (1976-2016). Task: Predict the product of the given reaction. The product is: [C:1]([O:12][CH2:11][C:10](=[C:7]([CH3:9])[CH3:8])[CH2:13][CH:14]=[C:15]([CH3:17])[CH3:16])(=[O:5])[CH2:2][CH2:3][CH3:4]. Given the reactants [C:1](Cl)(=[O:5])[CH2:2][CH2:3][CH3:4].[C:7](=[C:10]([CH2:13][CH:14]=[C:15]([CH3:17])[CH3:16])[CH2:11][OH:12])([CH3:9])[CH3:8].N1C=CC=CC=1.C(=O)(O)[O-].[Na+], predict the reaction product.